Dataset: Peptide-MHC class I binding affinity with 185,985 pairs from IEDB/IMGT. Task: Regression. Given a peptide amino acid sequence and an MHC pseudo amino acid sequence, predict their binding affinity value. This is MHC class I binding data. (1) The peptide sequence is ASPVAQSYL. The MHC is HLA-A26:01 with pseudo-sequence HLA-A26:01. The binding affinity (normalized) is 0.412. (2) The peptide sequence is EIPQFMIGL. The MHC is HLA-A29:02 with pseudo-sequence HLA-A29:02. The binding affinity (normalized) is 0.0847.